This data is from Reaction yield outcomes from USPTO patents with 853,638 reactions. The task is: Predict the reaction yield, written as a fraction of the theoretical maximum amount of product (1.0 means a 100% yield; for example, 0.34 means a 34% yield). (1) The reactants are OC1C=CC=C2C=1N=CC=C2.C(=O)([O-])[O-].[K+].[K+].Br[C:19]1[CH:24]=[CH:23][C:22]([C:25]2[CH:30]=[CH:29][C:28]([N:31]3[CH2:35][CH2:34][C@@H:33]4[CH2:36][N:37]([C:39]([O:41][CH2:42][CH3:43])=[O:40])[CH2:38][C@H:32]34)=[CH:27][CH:26]=2)=[CH:21][CH:20]=1.[N:44]1[NH:45][C:46](=[O:50])[CH:47]=[CH:48][CH:49]=1. The catalyst is CN(C)C=O.[Cu]I. The product is [O:50]=[C:46]1[N:45]([C:19]2[CH:24]=[CH:23][C:22]([C:25]3[CH:30]=[CH:29][C:28]([N:31]4[CH2:35][CH2:34][C@@H:33]5[CH2:36][N:37]([C:39]([O:41][CH2:42][CH3:43])=[O:40])[CH2:38][C@H:32]45)=[CH:27][CH:26]=3)=[CH:21][CH:20]=2)[N:44]=[CH:49][CH:48]=[CH:47]1. The yield is 0.819. (2) The reactants are [O-]CC.[Na+].[C:5]([O:9][CH2:10][CH3:11])(=[O:8])[CH2:6][SH:7].[Cl:12][C:13]1[C:18]([C:19](OCC)=[O:20])=[C:17](Cl)[C:16]([CH3:25])=[C:15]([CH3:26])[N:14]=1.Cl. The catalyst is C(O)C. The product is [Cl:12][C:13]1[C:18]2[C:19]([OH:20])=[C:6]([C:5]([O:9][CH2:10][CH3:11])=[O:8])[S:7][C:17]=2[C:16]([CH3:25])=[C:15]([CH3:26])[N:14]=1. The yield is 0.520.